From a dataset of Full USPTO retrosynthesis dataset with 1.9M reactions from patents (1976-2016). Predict the reactants needed to synthesize the given product. (1) The reactants are: [OH:1][C:2]1([C:9]2[CH:18]=[CH:17][C:12]([C:13]([NH:15][CH3:16])=[O:14])=[CH:11][N:10]=2)[CH2:7][CH2:6][C:5](=O)[CH2:4][CH2:3]1.[NH2:19][C@H:20]1[CH2:24][CH2:23][N:22]([C:25](=[O:40])[CH2:26][NH:27][C:28](=[O:39])[C:29]2[CH:34]=[CH:33][CH:32]=[C:31]([C:35]([F:38])([F:37])[F:36])[CH:30]=2)[CH2:21]1.C(O[BH-](OC(=O)C)OC(=O)C)(=O)C.[Na+]. Given the product [OH:1][C:2]1([C:9]2[CH:18]=[CH:17][C:12]([C:13]([NH:15][CH3:16])=[O:14])=[CH:11][N:10]=2)[CH2:7][CH2:6][CH:5]([NH:19][C@H:20]2[CH2:24][CH2:23][N:22]([C:25](=[O:40])[CH2:26][NH:27][C:28](=[O:39])[C:29]3[CH:34]=[CH:33][CH:32]=[C:31]([C:35]([F:37])([F:38])[F:36])[CH:30]=3)[CH2:21]2)[CH2:4][CH2:3]1, predict the reactants needed to synthesize it. (2) Given the product [Cl:1][C:2]1[C:11]2[CH2:10][N:9]([C@H:12]([CH:20]([CH3:21])[CH3:22])[C:13]([OH:15])=[O:14])[C:8](=[O:23])[C:7]3=[CH:24][NH:25][C:5]([C:6]=23)=[N:4][CH:3]=1, predict the reactants needed to synthesize it. The reactants are: [Cl:1][C:2]1[C:11]2[CH2:10][N:9]([C@H:12]([CH:20]([CH3:22])[CH3:21])[C:13]([O:15]C(C)(C)C)=[O:14])[C:8](=[O:23])[C:7]3=[CH:24][N:25](S(C4C=CC(C)=CC=4)(=O)=O)[C:5]([C:6]=23)=[N:4][CH:3]=1.CCO.[OH-].[Na+]. (3) The reactants are: [F:1][C:2]1[CH:3]=[C:4]([C:10]2[CH:11]=[CH:12][C:13](=[O:16])[NH:14][N:15]=2)[CH:5]=[C:6]([F:9])[C:7]=1[F:8].O[CH2:18][C:19]1[CH:20]=[C:21]([NH:25][C:26](=[O:30])[O:27][CH2:28][CH3:29])[CH:22]=[CH:23][CH:24]=1.C1(P(C2C=CC=CC=2)C2C=CC=CC=2)C=CC=CC=1.N(C(OCC)=O)=NC(OCC)=O. Given the product [O:16]=[C:13]1[N:14]([CH2:18][C:19]2[CH:20]=[C:21]([NH:25][C:26](=[O:30])[O:27][CH2:28][CH3:29])[CH:22]=[CH:23][CH:24]=2)[N:15]=[C:10]([C:4]2[CH:5]=[C:6]([F:9])[C:7]([F:8])=[C:2]([F:1])[CH:3]=2)[CH:11]=[CH:12]1, predict the reactants needed to synthesize it. (4) Given the product [Cl:25][C:21]1[C:20]([C:26]([F:29])([F:28])[F:27])=[C:19]([CH:16]2[CH2:17][CH2:18][N:13]([C:11]([C:8]3[N:6]4[CH:7]=[C:2]([C:30]#[N:31])[CH:3]=[CH:4][C:5]4=[N:10][N:9]=3)=[O:12])[CH2:14][CH2:15]2)[CH:24]=[CH:23][CH:22]=1, predict the reactants needed to synthesize it. The reactants are: Br[C:2]1[CH:3]=[CH:4][C:5]2[N:6]([C:8]([C:11]([N:13]3[CH2:18][CH2:17][CH:16]([C:19]4[CH:24]=[CH:23][CH:22]=[C:21]([Cl:25])[C:20]=4[C:26]([F:29])([F:28])[F:27])[CH2:15][CH2:14]3)=[O:12])=[N:9][N:10]=2)[CH:7]=1.[CH3:30][N:31](C=O)C. (5) Given the product [CH2:1]([O:3][C:4](=[O:18])[CH:5]=[CH:6][C:7]1[C:8]([C:50]#[C:49][Si:46]([CH3:48])([CH3:47])[CH3:45])=[N:9][C:10]([C:13]([F:16])([F:15])[F:14])=[CH:11][CH:12]=1)[CH3:2], predict the reactants needed to synthesize it. The reactants are: [CH2:1]([O:3][C:4](=[O:18])[CH:5]=[CH:6][C:7]1[C:8](Cl)=[N:9][C:10]([C:13]([F:16])([F:15])[F:14])=[CH:11][CH:12]=1)[CH3:2].C1C=CC(P(C2C=CC=CC=2)C2C=CC=CC=2)=CC=1.CCN(CC)CC.[CH3:45][Si:46]([C:49]#[CH:50])([CH3:48])[CH3:47]. (6) Given the product [C:4]1([C:8]#[C:9][C:10]2[NH:11][O:12][CH:13]3[NH:17][CH2:16][CH2:15][C:14]=23)[CH:5]=[CH:6][CH:7]=[CH:2][CH:3]=1, predict the reactants needed to synthesize it. The reactants are: Cl[C:2]1[CH:3]=[C:4]([C:8]#[C:9][C:10]2[NH:11][O:12][CH:13]3[NH:17][CH2:16][CH2:15][C:14]=23)[CH:5]=[CH:6][CH:7]=1.C(OC(N1C2C(C(C#CC3C=CC=CC=3)=NO2)CC1)=O)(C)(C)C.